From a dataset of Full USPTO retrosynthesis dataset with 1.9M reactions from patents (1976-2016). Predict the reactants needed to synthesize the given product. (1) Given the product [CH:41]1([N:47]2[CH2:48][CH2:49][C:50]3([CH2:54][N:53]([C:20](=[O:21])[C:19]4[CH:23]=[CH:24][C:16]([O:15][CH2:14][CH:13]([CH2:12][C:8]5[N:7]([CH2:6][O:5][CH2:4][CH2:3][Si:2]([CH3:1])([CH3:39])[CH3:40])[CH:11]=[CH:10][N:9]=5)[CH2:25][C:26]5[N:27]([CH2:31][O:32][CH2:33][CH2:34][Si:35]([CH3:38])([CH3:37])[CH3:36])[CH:28]=[CH:29][N:30]=5)=[CH:17][CH:18]=4)[CH2:52][CH2:51]3)[CH2:55][CH2:56]2)[CH2:46][CH2:45][CH2:44][CH2:43][CH2:42]1, predict the reactants needed to synthesize it. The reactants are: [CH3:1][Si:2]([CH3:40])([CH3:39])[CH2:3][CH2:4][O:5][CH2:6][N:7]1[CH:11]=[CH:10][N:9]=[C:8]1[CH2:12][CH:13]([CH2:25][C:26]1[N:27]([CH2:31][O:32][CH2:33][CH2:34][Si:35]([CH3:38])([CH3:37])[CH3:36])[CH:28]=[CH:29][N:30]=1)[CH2:14][O:15][C:16]1[CH:24]=[CH:23][C:19]([C:20](O)=[O:21])=[CH:18][CH:17]=1.[CH:41]1([N:47]2[CH2:56][CH2:55][C:50]3([CH2:54][NH:53][CH2:52][CH2:51]3)[CH2:49][CH2:48]2)[CH2:46][CH2:45][CH2:44][CH2:43][CH2:42]1. (2) Given the product [O:1]1[CH:5]=[CH:4][CH:3]=[C:2]1[C:6]1[CH:7]=[CH:8][C:9]([C:10]([N:12]([CH2:16][C:17]2[CH:33]=[CH:32][CH:31]=[CH:30][C:18]=2[O:19][CH2:20][CH2:21][O:22][CH2:23][CH2:24][C:25]([OH:27])=[O:26])[CH:13]([CH3:14])[CH3:15])=[O:11])=[CH:34][CH:35]=1, predict the reactants needed to synthesize it. The reactants are: [O:1]1[CH:5]=[CH:4][CH:3]=[C:2]1[C:6]1[CH:35]=[CH:34][C:9]([C:10]([N:12]([CH2:16][C:17]2[CH:33]=[CH:32][CH:31]=[CH:30][C:18]=2[O:19][CH2:20][CH2:21][O:22][CH2:23][CH2:24][C:25]([O:27]CC)=[O:26])[CH:13]([CH3:15])[CH3:14])=[O:11])=[CH:8][CH:7]=1.O.[OH-].[Li+].Cl. (3) Given the product [N+:2]([C:5]1[CH:6]=[CH:7][C:8]([C:9]([O:11][C@H:12]2[C:16]3[N:17]=[CH:18][N:19]=[C:20]([N:21]4[CH2:27][CH2:26][CH2:25][N:24]([C:41](=[O:42])[C@@H:40]([C:44]5[CH:45]=[CH:46][C:47]([Cl:50])=[CH:48][CH:49]=5)[CH2:39][N:38]([C:36]([O:35][C:31]([CH3:32])([CH3:33])[CH3:34])=[O:37])[CH:51]([CH3:52])[CH3:53])[CH2:23][CH2:22]4)[C:15]=3[C@H:14]([CH3:28])[CH2:13]2)=[O:10])=[CH:29][CH:30]=1)([O-:4])=[O:3], predict the reactants needed to synthesize it. The reactants are: Cl.[N+:2]([C:5]1[CH:30]=[CH:29][C:8]([C:9]([O:11][C@H:12]2[C:16]3[N:17]=[CH:18][N:19]=[C:20]([N:21]4[CH2:27][CH2:26][CH2:25][NH:24][CH2:23][CH2:22]4)[C:15]=3[C@H:14]([CH3:28])[CH2:13]2)=[O:10])=[CH:7][CH:6]=1)([O-:4])=[O:3].[C:31]([O:35][C:36]([N:38]([CH:51]([CH3:53])[CH3:52])[CH2:39][CH:40]([C:44]1[CH:49]=[CH:48][C:47]([Cl:50])=[CH:46][CH:45]=1)[C:41](O)=[O:42])=[O:37])([CH3:34])([CH3:33])[CH3:32].C(N(CC)C(C)C)(C)C.CN(C(ON1N=NC2C=CC=CC1=2)=[N+](C)C)C.F[P-](F)(F)(F)(F)F. (4) Given the product [CH2:18]([O:14][C:12](=[O:13])[CH2:11][C:8]1[CH:9]=[CH:10][C:5]([OH:4])=[C:6]([O:15][CH2:16][CH3:17])[CH:7]=1)[CH2:19][CH3:20], predict the reactants needed to synthesize it. The reactants are: C([O:4][C:5]1[CH:10]=[CH:9][C:8]([CH2:11][C:12]([OH:14])=[O:13])=[CH:7][C:6]=1[O:15][CH2:16][CH3:17])(=O)C.[CH2:18](O)[CH2:19][CH3:20]. (5) Given the product [F:1][C:2]1[CH:10]=[C:9]([C:11]([F:14])([F:13])[F:12])[CH:8]=[CH:7][C:3]=1[C:4]([NH:21][C:22]1[CH:31]=[C:30]2[C:25]([CH2:26][CH2:27][C:28](=[O:33])[N:29]2[CH3:32])=[CH:24][CH:23]=1)=[O:5], predict the reactants needed to synthesize it. The reactants are: [F:1][C:2]1[CH:10]=[C:9]([C:11]([F:14])([F:13])[F:12])[CH:8]=[CH:7][C:3]=1[C:4](Cl)=[O:5].N1C=CC=CC=1.[NH2:21][C:22]1[CH:31]=[C:30]2[C:25]([CH2:26][CH2:27][C:28](=[O:33])[N:29]2[CH3:32])=[CH:24][CH:23]=1. (6) Given the product [CH2:6]([CH:8]1[CH2:9][CH2:10][CH:11]([C:14]2[CH:19]=[CH:18][C:17]([C:20]3[Se:21][C:22]([CH3:2])=[CH:23][CH:24]=3)=[C:16]([F:25])[C:15]=2[F:26])[CH2:12][CH2:13]1)[CH3:7], predict the reactants needed to synthesize it. The reactants are: [Li][CH2:2]CCC.[CH2:6]([CH:8]1[CH2:13][CH2:12][CH:11]([C:14]2[CH:19]=[CH:18][C:17]([C:20]3[Se:21][CH:22]=[CH:23][CH:24]=3)=[C:16]([F:25])[C:15]=2[F:26])[CH2:10][CH2:9]1)[CH3:7].CI.[Cl-].[NH4+].N. (7) Given the product [CH3:1][C:2]1[C:7](/[CH:8]=[C:26](\[CH2:25][CH2:24][CH2:23][CH3:22])/[C:27]([O:29][CH2:30][CH3:31])=[O:28])=[C:6]([O:10][CH3:11])[C:5]([O:12][CH3:13])=[C:4]([O:14][CH3:15])[C:3]=1[O:16][CH3:17], predict the reactants needed to synthesize it. The reactants are: [CH3:1][C:2]1[C:7]([CH:8]=O)=[C:6]([O:10][CH3:11])[C:5]([O:12][CH3:13])=[C:4]([O:14][CH3:15])[C:3]=1[O:16][CH3:17].CC1[C:24](/[CH:25]=[CH:26]/[C:27]([O:29][CH2:30][CH3:31])=[O:28])=[C:23](OC)[C:22](OC)=C(OC)C=1OC.